From a dataset of Reaction yield outcomes from USPTO patents with 853,638 reactions. Predict the reaction yield, written as a fraction of the theoretical maximum amount of product (1.0 means a 100% yield; for example, 0.34 means a 34% yield). (1) The reactants are [CH2:1]([N:8]=[C:9]=[O:10])[CH2:2][CH2:3][CH2:4][CH2:5][CH2:6][CH3:7].[Br:11][C:12]1[CH:13]=[C:14](CN)[CH:15]=[CH:16][CH:17]=1.[CH2:20]([N:22](CC)CC)C.O. The catalyst is O1CCCC1. The product is [Br:11][C:12]1[CH:13]=[C:14]([N:22]([CH3:20])[C:9]([NH:8][CH2:1][CH2:2][CH2:3][CH2:4][CH2:5][CH2:6][CH3:7])=[O:10])[CH:15]=[CH:16][CH:17]=1. The yield is 0.770. (2) The reactants are [C:1]([O:5][C:6]([NH:8][C@@H:9](CC1C=CC=CC=1)[CH2:10][C@@H:11]1[O:15][C:14]([CH3:17])([CH3:16])[N:13]([C:18]([O:20][CH2:21][C:22]2[CH:27]=[CH:26][CH:25]=[CH:24][CH:23]=2)=[O:19])[C@H:12]1[CH2:28][C:29]1[CH:34]=[CH:33][C:32](OC(=O)C(F)(F)F)=[CH:31][CH:30]=1)=[O:7])([CH3:4])([CH3:3])[CH3:2].[Li+].[Cl-].[CH3:51][N:52]([CH:54]=O)C. The catalyst is Cl[Pd](Cl)([P](C1C=CC=CC=1)(C1C=CC=CC=1)C1C=CC=CC=1)[P](C1C=CC=CC=1)(C1C=CC=CC=1)C1C=CC=CC=1. The product is [C:1]([O:5][C:6]([NH:8][C@@H:9]([CH2:21][C:22]1[CH:27]=[CH:26][CH:25]=[CH:24][CH:23]=1)[CH2:10][C@@H:11]1[O:15][C:14]([CH3:16])([CH3:17])[N:13]([C:18]([O:20][CH2:21][C:22]2[CH:27]=[CH:26][CH:25]=[CH:24][CH:23]=2)=[O:19])[C@H:12]1[CH2:28][C:29]1[CH:34]=[CH:33][C:32]([C:2]2[CH:51]=[N:52][CH:54]=[CH:3][CH:1]=2)=[CH:31][CH:30]=1)=[O:7])([CH3:2])([CH3:3])[CH3:4]. The yield is 0.720. (3) The reactants are [H-].[Na+].[NH:3]1[CH:7]=[CH:6][N:5]=[N:4]1.[CH3:8][Si:9]([CH3:16])([CH3:15])[CH2:10][CH2:11][O:12][CH2:13]Cl. The yield is 0.280. The product is [CH3:8][Si:9]([CH3:16])([CH3:15])[CH2:10][CH2:11][O:12][CH2:13][N:3]1[CH:7]=[CH:6][N:5]=[N:4]1. The catalyst is C1COCC1. (4) The reactants are [Cl:1][C:2]1[C:7](C(O)=O)=[C:6]([F:11])[C:5]([NH:12][S:13]([CH2:16][CH2:17][CH2:18][F:19])(=[O:15])=[O:14])=[CH:4][CH:3]=1.C([N:22](CC)CC)C.C1(P(N=[N+]=[N-])(C2C=CC=CC=2)=O)C=CC=CC=1.O. The catalyst is CN(C)C=O.CCOC(C)=O. The product is [NH2:22][C:7]1[C:6]([F:11])=[C:5]([NH:12][S:13]([CH2:16][CH2:17][CH2:18][F:19])(=[O:15])=[O:14])[CH:4]=[CH:3][C:2]=1[Cl:1]. The yield is 0.460. (5) The reactants are BrC1C(C)=CC(O)=CC=1[Cl:10].[Br:11][C:12]1[C:26]([CH3:27])=[CH:25][C:15]([O:16][CH2:17][O:18][CH2:19][CH2:20][Si:21]([CH3:24])([CH3:23])[CH3:22])=[C:14](OC)[CH:13]=1. No catalyst specified. The product is [Br:11][C:12]1[C:26]([CH3:27])=[CH:25][C:15]([O:16][CH2:17][O:18][CH2:19][CH2:20][Si:21]([CH3:24])([CH3:23])[CH3:22])=[C:14]([Cl:10])[CH:13]=1. The yield is 0.830. (6) The reactants are [CH3:1][O:2][C:3]1[CH:4]=[C:5]([CH:18]=[CH:19][CH:20]=1)[CH:6](O)[C:7]1[C:16]2[C:11](=[CH:12][CH:13]=[CH:14][CH:15]=2)[CH:10]=[CH:9][CH:8]=1.[ClH:21]. The catalyst is C(OCC)C. The product is [CH3:1][O:2][C:3]1[CH:4]=[C:5]([CH:18]=[CH:19][CH:20]=1)[CH:6]([Cl:21])[C:7]1[C:16]2[C:11](=[CH:12][CH:13]=[CH:14][CH:15]=2)[CH:10]=[CH:9][CH:8]=1. The yield is 0.720.